From a dataset of Aqueous solubility values for 9,982 compounds from the AqSolDB database. Regression/Classification. Given a drug SMILES string, predict its absorption, distribution, metabolism, or excretion properties. Task type varies by dataset: regression for continuous measurements (e.g., permeability, clearance, half-life) or binary classification for categorical outcomes (e.g., BBB penetration, CYP inhibition). For this dataset (solubility_aqsoldb), we predict Y. The compound is O=C(O)c1cc(Br)nn1-c1ncccc1Cl. The Y is -1.45 log mol/L.